This data is from Catalyst prediction with 721,799 reactions and 888 catalyst types from USPTO. The task is: Predict which catalyst facilitates the given reaction. (1) Reactant: [CH3:1][C:2]1([CH3:48])[CH2:10][C:9]2[N:8](COCC[Si](C)(C)C)[N:7]=[C:6]([C:19]3[N:20](COCC[Si](C)(C)C)[C:21]4[C:26]([CH:27]=3)=[CH:25][CH:24]=[C:23]([N:28]([CH3:39])[C:29](=[O:38])[O:30][CH2:31][C:32]3[CH:37]=[CH:36][CH:35]=[CH:34][CH:33]=3)[CH:22]=4)[C:5]=2[CH2:4][CH2:3]1.[F-].C([N+](CCCC)(CCCC)CCCC)CCC. Product: [CH3:1][C:2]1([CH3:48])[CH2:10][C:9]2[NH:8][N:7]=[C:6]([C:19]3[NH:20][C:21]4[C:26]([CH:27]=3)=[CH:25][CH:24]=[C:23]([N:28]([CH3:39])[C:29](=[O:38])[O:30][CH2:31][C:32]3[CH:33]=[CH:34][CH:35]=[CH:36][CH:37]=3)[CH:22]=4)[C:5]=2[CH2:4][CH2:3]1. The catalyst class is: 9. (2) Reactant: [C:1]1([C@@:7]23[O:22][CH2:21][O:20][C@@H:8]2[CH2:9][N:10](C(OC(C)(C)C)=O)[CH2:11][CH2:12]3)[CH:6]=[CH:5][CH:4]=[CH:3][CH:2]=1.FC(F)(F)C(O)=O. Product: [C:1]1([C@@:7]23[O:22][CH2:21][O:20][C@@H:8]2[CH2:9][NH:10][CH2:11][CH2:12]3)[CH:2]=[CH:3][CH:4]=[CH:5][CH:6]=1. The catalyst class is: 2. (3) Reactant: O[C:2]1[CH:15]=[CH:14][C:5]([C:6]([C:8]2[CH:13]=[CH:12][CH:11]=[CH:10][CH:9]=2)=[O:7])=[CH:4][CH:3]=1.Cl.C[N:18](C)[CH2:19][CH2:20]Cl.C(=O)([O-])[O-:24].[K+].[K+]. Product: [NH2:18][CH2:19][CH2:20][O:24][C:9]1[CH:10]=[CH:11][CH:12]=[CH:13][C:8]=1[C:6]([C:5]1[CH:14]=[CH:15][CH:2]=[CH:3][CH:4]=1)=[O:7]. The catalyst class is: 21. (4) Product: [CH2:1]([O:8][C:9]1[C:10]([CH3:18])=[N:11][CH:12]=[C:13]([CH3:17])[C:14]=1[CH:15]=[O:16])[C:2]1[CH:3]=[CH:4][CH:5]=[CH:6][CH:7]=1. The catalyst class is: 784. Reactant: [CH2:1]([O:8][C:9]1[C:10]([CH3:18])=[N:11][CH:12]=[C:13]([CH3:17])[C:14]=1[CH2:15][OH:16])[C:2]1[CH:7]=[CH:6][CH:5]=[CH:4][CH:3]=1. (5) Reactant: Cl.[Cl:2][C:3]1[CH:8]=[CH:7][C:6]([C:9]2[CH2:10][CH2:11][NH:12][CH2:13][CH:14]=2)=[CH:5][CH:4]=1.C(N(CC)CC)C.Br[CH2:23][CH2:24][C:25]1[CH:26]=[CH:27][C:28]2[C:29]3[CH2:30][CH2:31][CH2:32][CH2:33][C:34]=3[C:35](=[O:39])[NH:36][C:37]=2[CH:38]=1.O. Product: [ClH:2].[Cl:2][C:3]1[CH:8]=[CH:7][C:6]([C:9]2[CH2:14][CH2:13][N:12]([CH2:23][CH2:24][C:25]3[CH:26]=[CH:27][C:28]4[C:29]5[CH2:30][CH2:31][CH2:32][CH2:33][C:34]=5[C:35](=[O:39])[NH:36][C:37]=4[CH:38]=3)[CH2:11][CH:10]=2)=[CH:5][CH:4]=1. The catalyst class is: 31.